This data is from Forward reaction prediction with 1.9M reactions from USPTO patents (1976-2016). The task is: Predict the product of the given reaction. Given the reactants [F:1][C:2]1[CH:3]=[C:4]2[C:8](=[CH:9][CH:10]=1)[N:7]([CH2:11][C:12]1[CH:17]=[CH:16][CH:15]=[C:14]([F:18])[CH:13]=1)[C:6]([C:19]([OH:21])=O)=[CH:5]2.S(Cl)(Cl)=O.[NH3:26], predict the reaction product. The product is: [F:1][C:2]1[CH:3]=[C:4]2[C:8](=[CH:9][CH:10]=1)[N:7]([CH2:11][C:12]1[CH:17]=[CH:16][CH:15]=[C:14]([F:18])[CH:13]=1)[C:6]([C:19]([NH2:26])=[O:21])=[CH:5]2.